From a dataset of Rat liver microsome stability data. Regression/Classification. Given a drug SMILES string, predict its absorption, distribution, metabolism, or excretion properties. Task type varies by dataset: regression for continuous measurements (e.g., permeability, clearance, half-life) or binary classification for categorical outcomes (e.g., BBB penetration, CYP inhibition). Dataset: rlm. (1) The molecule is CCOc1ccc(N2C(=O)c3[nH]nc(-c4cccs4)c3C2c2cccc(F)c2)cc1. The result is 1 (stable in rat liver microsomes). (2) The result is 0 (unstable in rat liver microsomes). The molecule is C[C@@H]1CCCN1CCCOc1ccc(-c2ccc(=O)n(C)n2)cc1.